This data is from Full USPTO retrosynthesis dataset with 1.9M reactions from patents (1976-2016). The task is: Predict the reactants needed to synthesize the given product. (1) Given the product [CH3:1][O:2][C:3]1[CH:4]=[CH:5][C:6]([C:9]2[C:17]3[C:16]([O:18][CH2:19][CH2:20][CH2:21][CH2:22][CH2:23][C:24]4[NH:48][N:47]=[N:46][N:25]=4)=[N:15][CH:14]=[N:13][C:12]=3[O:11][C:10]=2[C:26]2[CH:27]=[CH:28][CH:29]=[CH:30][CH:31]=2)=[CH:7][CH:8]=1, predict the reactants needed to synthesize it. The reactants are: [CH3:1][O:2][C:3]1[CH:8]=[CH:7][C:6]([C:9]2[C:17]3[C:16]([O:18][CH2:19][CH2:20][CH2:21][CH2:22][CH2:23][C:24]#[N:25])=[N:15][CH:14]=[N:13][C:12]=3[O:11][C:10]=2[C:26]2[CH:31]=[CH:30][CH:29]=[CH:28][CH:27]=2)=[CH:5][CH:4]=1.C([Sn](=O)CCCC)CCC.C[Si]([N:46]=[N+:47]=[N-:48])(C)C.C(O)CO. (2) Given the product [CH3:1][O:2][C:3](=[O:25])[C:4]1[CH:9]=[CH:8][CH:7]=[CH:6][C:5]=1[NH:10][C:11]1[N:15]([C:16]2[CH:21]=[C:20]([F:22])[CH:19]=[CH:18][C:17]=2[F:23])[N:14]=[C:13]([CH3:24])[C:12]=1[Br:26], predict the reactants needed to synthesize it. The reactants are: [CH3:1][O:2][C:3](=[O:25])[C:4]1[CH:9]=[CH:8][CH:7]=[CH:6][C:5]=1[NH:10][C:11]1[N:15]([C:16]2[CH:21]=[C:20]([F:22])[CH:19]=[CH:18][C:17]=2[F:23])[N:14]=[C:13]([CH3:24])[CH:12]=1.[Br:26]N1C(C)(C)C(=O)N(Br)C1=O. (3) The reactants are: Cl[C:2]1[CH:7]=[C:6]([NH2:8])[C:5]([I:9])=[CH:4][N:3]=1.CO[C:12]1[CH:19]=[CH:18][C:15]([CH2:16][NH2:17])=[CH:14][CH:13]=1.C([O-])([O-])=O.[K+].[K+]. Given the product [CH2:16]([NH:17][C:2]1[CH:7]=[C:6]([NH2:8])[C:5]([I:9])=[CH:4][N:3]=1)[C:15]1[CH:18]=[CH:19][CH:12]=[CH:13][CH:14]=1, predict the reactants needed to synthesize it. (4) Given the product [CH2:30]([N:17]1[CH2:18][CH2:19][C:20]2[C:11]3[C:12]([O:13][C:14](=[O:21])[C:15]=2[CH2:16]1)=[C:7]([CH:2]=[O:3])[C:8]([OH:22])=[CH:9][CH:10]=3)[C:31]1[CH:36]=[CH:35][CH:34]=[CH:33][CH:32]=1, predict the reactants needed to synthesize it. The reactants are: O1CCC[O:3][CH:2]1[C:7]1[C:12]2[O:13][C:14](=[O:21])[C:15]3[CH2:16][NH:17][CH2:18][CH2:19][C:20]=3[C:11]=2[CH:10]=[CH:9][C:8]=1[OH:22].CCN(CC)CC.[CH2:30](Br)[C:31]1[CH:36]=[CH:35][CH:34]=[CH:33][CH:32]=1. (5) Given the product [C:1]([N:19]1[CH2:24][CH2:23][C:22](=[O:25])[CH2:21][CH2:20]1)(=[O:8])[C:2]1[CH:7]=[CH:6][CH:5]=[CH:4][CH:3]=1, predict the reactants needed to synthesize it. The reactants are: [C:1](Cl)(=[O:8])[C:2]1[CH:7]=[CH:6][CH:5]=[CH:4][CH:3]=1.C(N(CC)CC)C.Cl.O.[NH:19]1[CH2:24][CH2:23][C:22](=[O:25])[CH2:21][CH2:20]1. (6) Given the product [C:12]1([C:3]2[C:4]3[C:9](=[CH:8][CH:7]=[CH:6][CH:5]=3)[CH:10]=[CH:11][N:2]=2)[CH:17]=[CH:16][CH:15]=[CH:14][CH:13]=1, predict the reactants needed to synthesize it. The reactants are: Cl[N:2]1[CH:11]=[CH:10][C:9]2[C:4](=[CH:5][CH:6]=[CH:7][CH:8]=2)[CH2:3]1.[C:12]1(B(O)O)[CH:17]=[CH:16][CH:15]=[CH:14][CH:13]=1.C1(P(C2C=CC=CC=2)C2C=CC=CC=2)C=CC=CC=1.C(=O)([O-])[O-].[K+].[K+]. (7) Given the product [NH2:46][C:45]1[N:50]=[C:17]([C:16]2[CH:21]=[C:12]([O:11][CH2:10][C@@H:9]([NH:8][C:6](=[O:7])[O:5][C:1]([CH3:2])([CH3:3])[CH3:4])[CH2:22][OH:23])[CH:13]=[N:14][CH:15]=2)[CH:47]=[C:36]2[C:37]=1[CH:38]=[N:39][C:40]1[CH:41]=[C:42]([O:43][CH3:44])[C:33]([O:32][CH3:31])=[CH:34][C:35]2=1, predict the reactants needed to synthesize it. The reactants are: [C:1]([O:5][C:6]([NH:8][C@@H:9]([CH2:22][O:23][Si](C(C)(C)C)(C)C)[CH2:10][O:11][C:12]1[CH:13]=[N:14][CH:15]=[C:16]([CH:21]=1)[C:17](OC)=O)=[O:7])([CH3:4])([CH3:3])[CH3:2].[CH3:31][O:32][C:33]1[CH:34]=[C:35]2[C:40](=[CH:41][C:42]=1[O:43][CH3:44])[N:39]=[CH:38][C:37]([C:45]#[N:46])=[C:36]2[CH3:47].C[Si](C)(C)[NH:50][Si](C)(C)C.[Li].[Cl-].[NH4+]. (8) Given the product [CH:1]1([N:42]2[C:43]3[CH:48]=[C:47]([N:49]4[CH:54]=[C:53]([C:55]([O:57][CH2:58][CH3:59])=[O:56])[C:52](=[O:60])[N:51]([CH2:61][C:62]5[CH:67]=[CH:66][CH:65]=[C:64]([C:68]([F:71])([F:69])[F:70])[C:63]=5[CH3:72])[C:50]4=[O:73])[CH:46]=[CH:45][C:44]=3[N:40]([CH3:39])[C:41]2=[O:74])[CH2:4][CH2:3][CH2:2]1, predict the reactants needed to synthesize it. The reactants are: [CH:1]1(O)[CH2:4][CH2:3][CH2:2]1.C1(P(C2C=CC=CC=2)C2C=CC=CC=2)C=CC=CC=1.N(C(OC(C)C)=O)=NC(OC(C)C)=O.[CH3:39][N:40]1[C:44]2[CH:45]=[CH:46][C:47]([N:49]3[CH:54]=[C:53]([C:55]([O:57][CH2:58][CH3:59])=[O:56])[C:52](=[O:60])[N:51]([CH2:61][C:62]4[CH:67]=[CH:66][CH:65]=[C:64]([C:68]([F:71])([F:70])[F:69])[C:63]=4[CH3:72])[C:50]3=[O:73])=[CH:48][C:43]=2[NH:42][C:41]1=[O:74]. (9) Given the product [Cl:9][C:10]1[C:11]([CH3:25])=[CH:12][C:13]([C@H:17]([NH:18][S@@:19]([C:21]([CH3:23])([CH3:22])[CH3:24])=[O:20])[C:5]([F:8])([F:7])[F:6])=[CH:14][C:15]=1[CH3:16], predict the reactants needed to synthesize it. The reactants are: [Si]([C:5]([F:8])([F:7])[F:6])(C)(C)C.[Cl:9][C:10]1[C:15]([CH3:16])=[CH:14][C:13](/[CH:17]=[N:18]/[S@@:19]([C:21]([CH3:24])([CH3:23])[CH3:22])=[O:20])=[CH:12][C:11]=1[CH3:25]. (10) Given the product [C:25]([O:24][C:22]([C:2]1[CH:7]=[CH:6][C:5]([CH2:8][C:9]([O:11][CH3:12])=[O:10])=[C:4]([N+:13]([O-:15])=[O:14])[CH:3]=1)=[O:29])([CH3:28])([CH3:27])[CH3:26], predict the reactants needed to synthesize it. The reactants are: Br[C:2]1[CH:7]=[CH:6][C:5]([CH2:8][C:9]([O:11][CH3:12])=[O:10])=[C:4]([N+:13]([O-:15])=[O:14])[CH:3]=1.C(=O)([O-])[O-].[Cs+].[Cs+].[C:22](=[O:29])([O:24][C:25]([CH3:28])([CH3:27])[CH3:26])N.